This data is from Peptide-MHC class II binding affinity with 134,281 pairs from IEDB. The task is: Regression. Given a peptide amino acid sequence and an MHC pseudo amino acid sequence, predict their binding affinity value. This is MHC class II binding data. (1) The peptide sequence is CKDIKLSDISLKLTS. The MHC is DRB1_0901 with pseudo-sequence DRB1_0901. The binding affinity (normalized) is 0.413. (2) The binding affinity (normalized) is 0.517. The MHC is DRB1_0901 with pseudo-sequence DRB1_0901. The peptide sequence is IMGHVYLQASTGYGL. (3) The peptide sequence is KLPWKNESSIKVIKQ. The MHC is DRB1_1501 with pseudo-sequence DRB1_1501. The binding affinity (normalized) is 0.260.